Predict which catalyst facilitates the given reaction. From a dataset of Catalyst prediction with 721,799 reactions and 888 catalyst types from USPTO. (1) Reactant: [NH:1]1[C:9]2[C:4](=[CH:5][CH:6]=[CH:7][CH:8]=2)[CH2:3][CH2:2]1.C([Li])CCC.[CH2:15](Br)[C:16]1[CH:21]=[CH:20][CH:19]=[CH:18][CH:17]=1.C(OCC)(=O)C. Product: [CH2:15]([N:1]1[C:9]2[C:4](=[CH:5][CH:6]=[CH:7][CH:8]=2)[CH2:3][CH2:2]1)[C:16]1[CH:21]=[CH:20][CH:19]=[CH:18][CH:17]=1. The catalyst class is: 188. (2) Reactant: [Br:1][C:2]1[CH:7]=[C:6]([N+:8]([O-])=O)[CH:5]=[CH:4][C:3]=1[C:11]1[O:15][CH:14]=[N:13][CH:12]=1.O.O.[Sn](Cl)Cl. Product: [Br:1][C:2]1[CH:7]=[C:6]([CH:5]=[CH:4][C:3]=1[C:11]1[O:15][CH:14]=[N:13][CH:12]=1)[NH2:8]. The catalyst class is: 14. (3) Reactant: [CH3:1][O:2][C:3]([C:5]1[C:6]2[CH:7]=[C:8](C3C=CC=C(CO)C=3)[NH:9][C:10]=2[CH:11]=[C:12]([NH:14][C:15]([C@@H:17]2[CH2:19][C@H:18]2[C:20]2[CH:25]=[CH:24][CH:23]=[CH:22][CH:21]=2)=[O:16])[CH:13]=1)=[O:4].N1C(C)=CC(C)=CC=1C.C1(N)CCC1.C(N(CC)CC)C.C(OC(OC(C)(C)C)=O)(OC(C)(C)C)=O. Product: [CH3:1][O:2][C:3]([C:5]1[C:6]2[CH:7]=[CH:8][NH:9][C:10]=2[CH:11]=[C:12]([NH:14][C:15]([CH:17]2[CH2:19][CH:18]2[C:20]2[CH:25]=[CH:24][CH:23]=[CH:22][CH:21]=2)=[O:16])[CH:13]=1)=[O:4]. The catalyst class is: 4. (4) Reactant: [Cl:1][C:2]1[C:7]([O:8][CH3:9])=[CH:6][C:5]([O:10][CH3:11])=[C:4]([Cl:12])[C:3]=1[C:13]1[N:18]=[CH:17][C:16]2[C:19]([C:22]3[CH:23]=[N:24][N:25]([CH2:27][C:28](O)=[O:29])[CH:26]=3)=[N:20][NH:21][C:15]=2[CH:14]=1.[CH3:31][NH:32][CH3:33]. Product: [Cl:1][C:2]1[C:7]([O:8][CH3:9])=[CH:6][C:5]([O:10][CH3:11])=[C:4]([Cl:12])[C:3]=1[C:13]1[N:18]=[CH:17][C:16]2[C:19]([C:22]3[CH:23]=[N:24][N:25]([CH2:27][C:28]([N:32]([CH3:33])[CH3:31])=[O:29])[CH:26]=3)=[N:20][NH:21][C:15]=2[CH:14]=1. The catalyst class is: 1. (5) Reactant: [CH:1]1([C:7]2([CH3:24])[N:11]([CH3:12])[C:10](=[O:13])[N:9]([CH2:14][CH:15]([OH:22])[C:16]3[CH:17]=[N:18][CH:19]=[N:20][CH:21]=3)[C:8]2=[O:23])[CH2:6][CH2:5][CH2:4][CH2:3][CH2:2]1.[Cr](O[Cr]([O-])(=O)=O)([O-])(=O)=O.[NH+]1C=CC=CC=1.[NH+]1C=CC=CC=1.N#N. Product: [CH:1]1([C:7]2([CH3:24])[N:11]([CH3:12])[C:10](=[O:13])[N:9]([CH2:14][C:15](=[O:22])[C:16]3[CH:21]=[N:20][CH:19]=[N:18][CH:17]=3)[C:8]2=[O:23])[CH2:6][CH2:5][CH2:4][CH2:3][CH2:2]1. The catalyst class is: 2.